From a dataset of Full USPTO retrosynthesis dataset with 1.9M reactions from patents (1976-2016). Predict the reactants needed to synthesize the given product. (1) Given the product [OH:11][CH2:10][CH2:9][CH2:8][C:5]1[CH:4]=[CH:3][C:2]([NH:1][C:26]([NH2:25])=[S:27])=[N:7][CH:6]=1, predict the reactants needed to synthesize it. The reactants are: [NH2:1][C:2]1[N:7]=[CH:6][C:5]([CH2:8][CH2:9][CH2:10][OH:11])=[CH:4][CH:3]=1.CN(C=O)C.C([N:25]=[C:26]=[S:27])(=O)C1C=CC=CC=1. (2) Given the product [CH2:1]([O:3][C:4]1[CH:5]=[C:6]([CH:12]([N:17]2[C:21](=[O:22])[C:20]3=[C:23]([N:27]([CH3:29])[CH3:28])[CH:24]=[CH:25][CH:26]=[C:19]3[C:18]2=[O:30])[CH2:13][C:14]([NH:44][OH:45])=[O:16])[CH:7]=[CH:8][C:9]=1[O:10][CH3:11])[CH3:2], predict the reactants needed to synthesize it. The reactants are: [CH2:1]([O:3][C:4]1[CH:5]=[C:6]([CH:12]([N:17]2[C:21](=[O:22])[C:20]3=[C:23]([N:27]([CH3:29])[CH3:28])[CH:24]=[CH:25][CH:26]=[C:19]3[C:18]2=[O:30])[CH2:13][C:14]([OH:16])=O)[CH:7]=[CH:8][C:9]=1[O:10][CH3:11])[CH3:2].C(N1C=CN=C1)(N1C=CN=C1)=O.Cl.[NH2:44][OH:45].